Dataset: Full USPTO retrosynthesis dataset with 1.9M reactions from patents (1976-2016). Task: Predict the reactants needed to synthesize the given product. (1) Given the product [CH3:15][O:16][C:17]([C:19]1[S:23][N:22]=[C:21]([O:14][CH2:13][C:3]2[C:4]([C:7]3[CH:12]=[CH:11][CH:10]=[CH:9][N:8]=3)=[N:5][O:6][C:2]=2[CH3:1])[CH:20]=1)=[O:18], predict the reactants needed to synthesize it. The reactants are: [CH3:1][C:2]1[O:6][N:5]=[C:4]([C:7]2[CH:12]=[CH:11][CH:10]=[CH:9][N:8]=2)[C:3]=1[CH2:13][OH:14].[CH3:15][O:16][C:17]([C:19]1[S:23][N:22]=[C:21](O)[CH:20]=1)=[O:18].C1(P(C2C=CC=CC=2)C2C=CC=CC=2)C=CC=CC=1.N(C(OCC)=O)=NC(OCC)=O. (2) Given the product [Br:17][C:5]1[C:4](=[O:16])[N:3]([CH2:1][CH3:2])[C:8]2[N:9]=[C:10]([S:14][CH3:15])[N:11]=[C:12]([CH3:13])[C:7]=2[CH:6]=1, predict the reactants needed to synthesize it. The reactants are: [CH2:1]([N:3]1[C:8]2[N:9]=[C:10]([S:14][CH3:15])[N:11]=[C:12]([CH3:13])[C:7]=2[CH:6]=[CH:5][C:4]1=[O:16])[CH3:2].[Br:17]Br.